Dataset: Forward reaction prediction with 1.9M reactions from USPTO patents (1976-2016). Task: Predict the product of the given reaction. (1) Given the reactants [CH3:1][O:2][C:3]1[CH:4]=[C:5]([C:11]2[C@@H:20]3[C@@H:15]([CH2:16][CH2:17][CH2:18][CH2:19]3)[C:14](=[O:21])[N:13]([CH:22]3[CH2:27][CH2:26][N:25]([C:28](=[O:46])[C@H:29]([NH:38]C(=O)OC(C)(C)C)[CH2:30][C:31]4[CH:36]=[CH:35][C:34]([F:37])=[CH:33][CH:32]=4)[CH2:24][CH2:23]3)[N:12]=2)[CH:6]=[CH:7][C:8]=1[O:9][CH3:10].[ClH:47].C(OCC)C, predict the reaction product. The product is: [ClH:47].[NH2:38][C@H:29]([CH2:30][C:31]1[CH:32]=[CH:33][C:34]([F:37])=[CH:35][CH:36]=1)[C:28]([N:25]1[CH2:24][CH2:23][CH:22]([N:13]2[N:12]=[C:11]([C:5]3[CH:6]=[CH:7][C:8]([O:9][CH3:10])=[C:3]([O:2][CH3:1])[CH:4]=3)[C@@H:20]3[C@@H:15]([CH2:16][CH2:17][CH2:18][CH2:19]3)[C:14]2=[O:21])[CH2:27][CH2:26]1)=[O:46]. (2) Given the reactants [F:1][C:2]1[CH:23]=[CH:22][CH:21]=[C:20]([F:24])[C:3]=1[CH2:4][O:5][C:6]1[N:11]2[N:12]=[C:13]([CH3:18])[C:14]([C:15]([OH:17])=[O:16])=[C:10]2[CH:9]=[C:8]([CH3:19])[CH:7]=1.[NH2:25][CH2:26][C:27]([NH2:30])([CH3:29])[CH3:28].C(N(CC)C(C)C)(C)C.CN(C(ON1N=NC2C=CC=NC1=2)=[N+](C)C)C.F[P-](F)(F)(F)(F)F, predict the reaction product. The product is: [CH:15]([OH:17])=[O:16].[NH2:30][C:27]([CH3:29])([CH3:28])[CH2:26][NH:25][C:15]([C:14]1[C:13]([CH3:18])=[N:12][N:11]2[C:6]([O:5][CH2:4][C:3]3[C:2]([F:1])=[CH:23][CH:22]=[CH:21][C:20]=3[F:24])=[CH:7][C:8]([CH3:19])=[CH:9][C:10]=12)=[O:17].